This data is from Peptide-MHC class II binding affinity with 134,281 pairs from IEDB. The task is: Regression. Given a peptide amino acid sequence and an MHC pseudo amino acid sequence, predict their binding affinity value. This is MHC class II binding data. (1) The peptide sequence is QKRGIVKENIIDLTKI. The MHC is DRB1_1301 with pseudo-sequence DRB1_1301. The binding affinity (normalized) is 0.277. (2) The peptide sequence is VTSAPDTRPAP. The MHC is DRB1_1101 with pseudo-sequence DRB1_1101. The binding affinity (normalized) is 0. (3) The peptide sequence is APIKEFKAKIVNG. The MHC is DRB4_0101 with pseudo-sequence DRB4_0103. The binding affinity (normalized) is 0.166. (4) The peptide sequence is VPRRGPRGGPGRSYA. The MHC is DRB1_0101 with pseudo-sequence DRB1_0101. The binding affinity (normalized) is 0.116.